From a dataset of Reaction yield outcomes from USPTO patents with 853,638 reactions. Predict the reaction yield, written as a fraction of the theoretical maximum amount of product (1.0 means a 100% yield; for example, 0.34 means a 34% yield). (1) The reactants are [CH:1]([SiH:4]([CH:18]([CH3:20])[CH3:19])[C:5]1[C:15]([CH3:16])=[CH:14][C:8]([O:9][CH2:10][CH2:11][CH2:12][OH:13])=[CH:7][C:6]=1[CH3:17])([CH3:3])[CH3:2].CC(C)=[O:23].OS(O)(=O)=O.O=[Cr](=O)=O. The catalyst is CC(C)=O. The product is [CH:18]([SiH:4]([CH:1]([CH3:3])[CH3:2])[C:5]1[C:15]([CH3:16])=[CH:14][C:8]([O:9][CH2:10][CH2:11][C:12]([OH:23])=[O:13])=[CH:7][C:6]=1[CH3:17])([CH3:20])[CH3:19]. The yield is 0.720. (2) The reactants are [NH2:1][C:2]1[C:3]([C:8]([O:10][CH3:11])=[O:9])=[N:4][CH:5]=[CH:6][N:7]=1.[Br:12]N1C(=O)CCC1=O. The catalyst is CC#N. The product is [NH2:1][C:2]1[C:3]([C:8]([O:10][CH3:11])=[O:9])=[N:4][C:5]([Br:12])=[CH:6][N:7]=1. The yield is 0.920. (3) The reactants are C[O:2][C:3]([C@@H:5]1[C@H:10]([C:11]2[CH:16]=[CH:15][C:14]([F:17])=[CH:13][CH:12]=2)[CH2:9][CH2:8][N:7]([C:18]([O:20][C:21]([CH3:24])([CH3:23])[CH3:22])=[O:19])[CH2:6]1)=[O:4].C[O-].[Na+]. The catalyst is C1(C)C=CC=CC=1. The product is [C:21]([O:20][C:18]([N:7]1[CH2:8][CH2:9][C@@H:10]([C:11]2[CH:12]=[CH:13][C:14]([F:17])=[CH:15][CH:16]=2)[C@H:5]([C:3]([OH:4])=[O:2])[CH2:6]1)=[O:19])([CH3:24])([CH3:22])[CH3:23]. The yield is 0.520. (4) The reactants are CCO.Cl[C:5]1[O:9][C:8]([C:10]2[C:14]([C:15]3[CH:20]=[CH:19][CH:18]=[CH:17][CH:16]=3)=[C:13]([CH3:21])[O:12][N:11]=2)=[CH:7][CH:6]=1.[K+].[Br-]. The catalyst is O=[Pt]=O.CCCCCC. The product is [O:9]1[CH:5]=[CH:6][CH:7]=[C:8]1[C:10]1[C:14]([C:15]2[CH:16]=[CH:17][CH:18]=[CH:19][CH:20]=2)=[C:13]([CH3:21])[O:12][N:11]=1. The yield is 0.890.